This data is from Forward reaction prediction with 1.9M reactions from USPTO patents (1976-2016). The task is: Predict the product of the given reaction. (1) The product is: [C:1]([C:5]1[CH:6]=[N:7][C:8]([Cl:14])=[N:9][CH:10]=1)([CH3:4])([CH3:3])[CH3:2]. Given the reactants [C:1]([C:5]1[CH:6]=[N:7][C:8](=O)[NH:9][CH:10]=1)([CH3:4])([CH3:3])[CH3:2].O=P(Cl)(Cl)[Cl:14], predict the reaction product. (2) The product is: [CH3:1][O:2][C:3]1[CH:4]=[CH:5][C:6]([CH2:12][S:13][CH2:14][C:15]([OH:17])=[O:16])=[N:7][C:8]=1[N+:9]([O-:11])=[O:10]. Given the reactants [CH3:1][O:2][C:3]1[CH:4]=[CH:5][C:6]([CH2:12][S:13][CH2:14][C:15]([O:17]C)=[O:16])=[N:7][C:8]=1[N+:9]([O-:11])=[O:10], predict the reaction product. (3) Given the reactants [CH2:1]([O:3][C:4](=[O:21])[CH2:5][C@@H:6]([N:10]1[C:14]2=[N:15][C:16]([CH3:19])=[CH:17][CH:18]=[C:13]2[NH:12][C:11]1=[O:20])[CH2:7][CH2:8][CH3:9])[CH3:2].C([O-])([O-])=O.[K+].[K+].[I-].[CH3:29][N:30]1[C:38]2[C:33](=[C:34]([CH3:39])[CH:35]=[CH:36][CH:37]=2)[C:32]([CH2:40][N+](C)(C)C)=[CH:31]1, predict the reaction product. The product is: [CH2:1]([O:3][C:4](=[O:21])[CH2:5][C@@H:6]([N:10]1[C:14]2=[N:15][C:16]([CH3:19])=[CH:17][CH:18]=[C:13]2[N:12]([CH2:40][C:32]2[C:33]3[C:38](=[CH:37][CH:36]=[CH:35][C:34]=3[CH3:39])[N:30]([CH3:29])[CH:31]=2)[C:11]1=[O:20])[CH2:7][CH2:8][CH3:9])[CH3:2]. (4) Given the reactants [CH3:1][O:2][C:3](=[O:20])[CH2:4][C:5]1[CH:10]=[CH:9][CH:8]=[C:7]([NH:11][C:12]([C:14]2[O:15][C:16](Br)=[CH:17][CH:18]=2)=[O:13])[CH:6]=1.[Cl:21][C:22]1[CH:23]=[C:24](B(O)O)[CH:25]=[CH:26][C:27]=1[Cl:28], predict the reaction product. The product is: [CH3:1][O:2][C:3](=[O:20])[CH2:4][C:5]1[CH:10]=[CH:9][CH:8]=[C:7]([NH:11][C:12]([C:14]2[O:15][C:16]([C:25]3[CH:24]=[CH:23][C:22]([Cl:21])=[C:27]([Cl:28])[CH:26]=3)=[CH:17][CH:18]=2)=[O:13])[CH:6]=1. (5) The product is: [Br:1][C:2]1[C:3]([CH3:12])=[N:4][N:5]([CH2:6][C:2]2[CH:3]=[N:4][N:20]([CH3:19])[CH:22]=2)[C:6]=1[C:7]([O:9][CH2:10][CH3:11])=[O:8]. Given the reactants [Br:1][C:2]1[C:3]([CH3:12])=[N:4][NH:5][C:6]=1[C:7]([O:9][CH2:10][CH3:11])=[O:8].C([O-])([O-])=O.[Cs+].[Cs+].[CH3:19][N:20]([CH:22]=O)C, predict the reaction product. (6) Given the reactants [Cl:1][C:2]1[C:7]([C:8]2[CH:9]=[CH:10][C:11]3[N:12](C(C#N)=[CH:15][N:16]=3)[CH:13]=2)=[CH:6][CH:5]=[CH:4][N:3]=1.BrC1C=CC2[N:24](N=CN=2)C=1.ClC1C(B2OC(C)(C)C(C)(C)O2)=CC=CN=1.C([O-])([O-])=O.[Na+].[Na+], predict the reaction product. The product is: [Cl:1][C:2]1[C:7]([C:8]2[CH:9]=[CH:10][C:11]3[N:12]([N:24]=[CH:15][N:16]=3)[CH:13]=2)=[CH:6][CH:5]=[CH:4][N:3]=1.